This data is from Experimentally validated miRNA-target interactions with 360,000+ pairs, plus equal number of negative samples. The task is: Binary Classification. Given a miRNA mature sequence and a target amino acid sequence, predict their likelihood of interaction. (1) The miRNA is dre-miR-430b-3p with sequence AAAGUGCUAUCAAGUUGGGGUAG. The protein sequence of the target gene is MASVGECPAPVPVKDKKLLEVKLGELPSWILMRDFSPSGIFGAFQRGYYRYYNKYINVKKGSISGITMVLACYVLFSYSFSYKHLKHERLRKYH. Result: 0 (no interaction). (2) The miRNA is hsa-miR-17-5p with sequence CAAAGUGCUUACAGUGCAGGUAG. The protein sequence of the target gene is MPDENIFLFVPNLIGYARIVFAIISFYFMPCCPLTASSFYLLSGLLDAFDGHAARALNQGTRFGAMLDMLTDRCSTMCLLVNLALLYPGATLFFQISMSLDVASHWLHLHSSVVRGSESHKMIDLSGNPVLRIYYTSRPALFTLCAGNELFYCLLYLFHFSEGPLVGSVGLFRMGLWVTAPIALLKSLISVIHLITAARNMAALDAADRAKKK. Result: 1 (interaction).